Predict the reaction yield, written as a fraction of the theoretical maximum amount of product (1.0 means a 100% yield; for example, 0.34 means a 34% yield). From a dataset of Reaction yield outcomes from USPTO patents with 853,638 reactions. (1) The reactants are [ClH:1].[CH2:2]([C:5]1[N:6]=[C:7]([NH2:10])[NH:8][CH:9]=1)[C:3]#[CH:4].[N:11]([CH2:14][C:15]([CH3:23])=[CH:16][C:17]1[CH:22]=[CH:21][CH:20]=[CH:19][CH:18]=1)=[N+:12]=[N-:13]. No catalyst specified. The product is [ClH:1].[CH3:23][C:15](=[CH:16][C:17]1[CH:22]=[CH:21][CH:20]=[CH:19][CH:18]=1)[CH2:14][N:11]1[CH:4]=[C:3]([CH2:2][C:5]2[N:6]=[C:7]([NH2:10])[NH:8][CH:9]=2)[N:13]=[N:12]1. The yield is 0.910. (2) The reactants are C1(P(C2C=CC=CC=2)C2C=CC=CC=2)C=CC=CC=1.[Cl:20][C:21]1[CH:22]=[N:23][N:24]([CH3:42])[C:25]=1[C:26]1[CH:27]=[C:28]([NH:33][C:34]([C:36]2[CH:40]=[C:39]([CH3:41])[O:38][N:37]=2)=[O:35])[CH:29]=[CH:30][C:31]=1[OH:32].CC(OC(/N=N/C(OC(C)C)=O)=O)C.O[CH2:58][C@@H:59]([NH:61]C(=O)OC(C)(C)C)[CH3:60]. The catalyst is C1COCC1. The product is [NH2:61][C@@H:59]([CH3:60])[CH2:58][O:32][C:31]1[CH:30]=[CH:29][C:28]([NH:33][C:34]([C:36]2[CH:40]=[C:39]([CH3:41])[O:38][N:37]=2)=[O:35])=[CH:27][C:26]=1[C:25]1[N:24]([CH3:42])[N:23]=[CH:22][C:21]=1[Cl:20]. The yield is 0.213.